This data is from Reaction yield outcomes from USPTO patents with 853,638 reactions. The task is: Predict the reaction yield, written as a fraction of the theoretical maximum amount of product (1.0 means a 100% yield; for example, 0.34 means a 34% yield). (1) The reactants are [C:1]([C:3]1[C:4](=O)[NH:5][C:6]([S:9][CH3:10])=[N:7][CH:8]=1)#[N:2].P(Cl)(Cl)([Cl:14])=O. No catalyst specified. The product is [Cl:14][C:4]1[C:3]([C:1]#[N:2])=[CH:8][N:7]=[C:6]([S:9][CH3:10])[N:5]=1. The yield is 0.400. (2) The reactants are CC([Mg]Cl)C.[Br:6][C:7]1[CH:12]=[CH:11][C:10](Br)=[CH:9][N:8]=1.CN(C)[CH:16]=[CH:17][CH:18]=[O:19].Cl. The catalyst is C1COCC1. The product is [Br:6][C:7]1[N:8]=[CH:9][C:10](/[CH:16]=[CH:17]/[CH:18]=[O:19])=[CH:11][CH:12]=1. The yield is 0.260. (3) The reactants are [F:1][C:2]1[CH:3]=[C:4]([CH:7]=[CH:8][CH:9]=1)[CH:5]=[O:6].[C:10]([O:14][CH3:15])(=[O:13])[CH:11]=[CH2:12].[C-]#N.[K+].O. The catalyst is CN(C)C=O. The product is [CH3:15][O:14][C:10](=[O:13])[CH2:11][CH2:12][C:5]([C:4]1[CH:7]=[CH:8][CH:9]=[C:2]([F:1])[CH:3]=1)=[O:6]. The yield is 0.849. (4) The reactants are [F:1][C:2]1[CH:3]=[CH:4][C:5]2[NH:6][C:7]3[C:12]([C:13]=2[CH:14]=1)=[CH:11][C:10]([F:15])=[CH:9][CH:8]=3.[OH-].[K+].[CH2:18]([CH:20]1[O:22][CH2:21]1)Br. The catalyst is CN(C)C=O. The product is [F:15][C:10]1[CH:9]=[CH:8][C:7]2[N:6]([CH2:18][CH:20]3[CH2:21][O:22]3)[C:5]3[C:13]([C:12]=2[CH:11]=1)=[CH:14][C:2]([F:1])=[CH:3][CH:4]=3. The yield is 0.900. (5) The reactants are [CH:1]1([C:4]2[N:5]=[C:6]3[C:12]([C:13](O)=[O:14])=[CH:11][N:10]([CH2:16][O:17][CH2:18][CH2:19][Si:20]([CH3:23])([CH3:22])[CH3:21])[C:7]3=[N:8][CH:9]=2)[CH2:3][CH2:2]1.C(N1C=CN=C1)(N1C=CN=C1)=O.[CH:36]1([CH2:42][NH2:43])[CH2:41][CH2:40][CH2:39][CH2:38][CH2:37]1. The catalyst is C1COCC1. The product is [CH:36]1([CH2:42][NH:43][C:13]([C:12]2[C:6]3[C:7](=[N:8][CH:9]=[C:4]([CH:1]4[CH2:2][CH2:3]4)[N:5]=3)[N:10]([CH2:16][O:17][CH2:18][CH2:19][Si:20]([CH3:22])([CH3:23])[CH3:21])[CH:11]=2)=[O:14])[CH2:41][CH2:40][CH2:39][CH2:38][CH2:37]1. The yield is 0.990.